Predict the reaction yield, written as a fraction of the theoretical maximum amount of product (1.0 means a 100% yield; for example, 0.34 means a 34% yield). From a dataset of Reaction yield outcomes from USPTO patents with 853,638 reactions. (1) The reactants are [O:1]([C:8]1[C:13]2=[C:14]([CH3:18])[C:15]([OH:17])=[CH:16][N:12]2[N:11]=[CH:10][N:9]=1)[C:2]1[CH:7]=[CH:6][CH:5]=[CH:4][CH:3]=1.[CH3:19][S:20]([CH2:23][CH2:24][CH2:25]O)(=[O:22])=[O:21].C1C=CC(P(C2C=CC=CC=2)C2C=CC=CC=2)=CC=1.CCOC(/N=N/C(OCC)=O)=O. The catalyst is C1COCC1. The product is [CH3:19][S:20]([CH2:23][CH2:24][CH2:25][O:17][C:15]1[C:14]([CH3:18])=[C:13]2[N:12]([CH:16]=1)[N:11]=[CH:10][N:9]=[C:8]2[O:1][C:2]1[CH:3]=[CH:4][CH:5]=[CH:6][CH:7]=1)(=[O:22])=[O:21]. The yield is 0.730. (2) The reactants are [Cl:1][C:2]1[C:3]([O:12][C:13]2[CH:18]=[C:17]([O:19][CH:20]([CH3:22])[CH3:21])[CH:16]=[CH:15][C:14]=2[CH2:23][CH2:24][C:25](O)=[O:26])=[N:4][CH:5]=[C:6]([C:8]([F:11])([F:10])[F:9])[CH:7]=1.C(OC(Cl)=O)C(C)C.[BH4-].[Na+].Cl. The catalyst is O1CCCC1.O.CO.C(N(CC)CC)C. The product is [Cl:1][C:2]1[C:3]([O:12][C:13]2[CH:18]=[C:17]([O:19][CH:20]([CH3:21])[CH3:22])[CH:16]=[CH:15][C:14]=2[CH2:23][CH2:24][CH2:25][OH:26])=[N:4][CH:5]=[C:6]([C:8]([F:11])([F:10])[F:9])[CH:7]=1. The yield is 0.660. (3) The reactants are [CH3:1][C:2]1[CH:3]=[C:4]([O:20][Si](C(C)C)(C(C)C)C(C)C)[CH:5]=[C:6]([CH3:19])[C:7]=1[CH2:8][C:9]1[CH:14]=[CH:13][C:12]([F:15])=[C:11]([CH:16]([CH3:18])[CH3:17])[CH:10]=1.CCCC[N+](CCCC)(CCCC)CCCC.[F-]. The catalyst is C1COCC1.C(OCC)(=O)C. The product is [CH3:19][C:6]1[CH:5]=[C:4]([OH:20])[CH:3]=[C:2]([CH3:1])[C:7]=1[CH2:8][C:9]1[CH:14]=[CH:13][C:12]([F:15])=[C:11]([CH:16]([CH3:17])[CH3:18])[CH:10]=1. The yield is 0.610. (4) The reactants are [N:1]1[O:2][N:3]=[C:4]2[CH:9]=[C:8]([C:10]3[O:14][C:13]([CH3:16])([CH3:15])[C:12](=[O:17])[CH:11]=3)[CH:7]=[CH:6][C:5]=12.C1C(=O)N([Br:25])C(=O)C1. The catalyst is C(Cl)(Cl)Cl.C(Cl)Cl. The product is [N:1]1[O:2][N:3]=[C:4]2[CH:9]=[C:8]([C:10]3[O:14][C:13]([CH3:15])([CH3:16])[C:12](=[O:17])[C:11]=3[Br:25])[CH:7]=[CH:6][C:5]=12. The yield is 0.600. (5) The reactants are Cl[C:2]1[CH:7]=[C:6]([C:8](C)(C)[C:9]([O:11][CH2:12][CH3:13])=[O:10])[CH:5]=[CH:4][N:3]=1.C([NH:20][C:21](=[O:23])[O-:22])(C)(C)C.[CH3:24][C:25]1(C)[C:51]2C(=C(P(C3C=CC=CC=3)C3C=CC=CC=3)C=CC=2)OC2C(P(C3C=CC=CC=3)C3C=CC=CC=3)=CC=C[C:26]1=2.C(=O)([O-])[O-].[Cs+].[Cs+]. The catalyst is C1COCC1.C1C=CC(/C=C/C(/C=C/C2C=CC=CC=2)=O)=CC=1.C1C=CC(/C=C/C(/C=C/C2C=CC=CC=2)=O)=CC=1.C1C=CC(/C=C/C(/C=C/C2C=CC=CC=2)=O)=CC=1.[Pd].[Pd]. The product is [C:25]([O:22][C:21]([NH:20][C:2]1[CH:7]=[C:6]([CH2:8][C:9]([O:11][CH2:12][CH3:13])=[O:10])[CH:5]=[CH:4][N:3]=1)=[O:23])([CH3:51])([CH3:26])[CH3:24]. The yield is 0.370. (6) The reactants are [CH3:1][O:2][C:3]1[CH:4]=[C:5]2[C:10](=[CH:11][CH:12]=1)[CH2:9][C:8](=O)[CH2:7][CH2:6]2.[CH2:14]([NH2:16])[CH3:15].C1COCC1.C(O)(=O)C.C(O[BH-](OC(=O)C)OC(=O)C)(=O)C.[Na+].[OH-].[Na+].[F:42][C:43]([F:59])([F:58])[O:44][C:45]1[CH:50]=[CH:49][C:48]([O:51][C:52](=O)[O:53]C(Cl)C)=[CH:47][CH:46]=1. The catalyst is C(Cl)Cl.C1(C)C=CC=CC=1.CCOCC. The product is [F:42][C:43]([F:58])([F:59])[O:44][C:45]1[CH:46]=[CH:47][C:48]([O:51][C:52](=[O:53])[N:16]([CH2:14][CH3:15])[CH:8]2[CH2:7][CH2:6][C:5]3[C:10](=[CH:11][CH:12]=[C:3]([O:2][CH3:1])[CH:4]=3)[CH2:9]2)=[CH:49][CH:50]=1. The yield is 0.480. (7) The reactants are [CH2:1]([O:8][C:9]1[CH:23]=[CH:22][C:21]([Cl:24])=[CH:20][C:10]=1[CH2:11][N:12]1[C:16]([CH3:17])=[CH:15][C:14]([CH:18]=O)=[N:13]1)[C:2]1[CH:7]=[CH:6][CH:5]=[CH:4][CH:3]=1.[CH3:25][O:26][C:27]([CH:29]=P(C1C=CC=CC=1)(C1C=CC=CC=1)C1C=CC=CC=1)=[O:28]. The catalyst is C1COCC1.CCOC(C)=O. The product is [CH3:25][O:26][C:27](=[O:28])/[CH:29]=[CH:18]/[C:14]1[CH:15]=[C:16]([CH3:17])[N:12]([CH2:11][C:10]2[CH:20]=[C:21]([Cl:24])[CH:22]=[CH:23][C:9]=2[O:8][CH2:1][C:2]2[CH:7]=[CH:6][CH:5]=[CH:4][CH:3]=2)[N:13]=1. The yield is 0.990.